Dataset: Catalyst prediction with 721,799 reactions and 888 catalyst types from USPTO. Task: Predict which catalyst facilitates the given reaction. (1) Reactant: [Cl:1][C:2]1[C:3]([I:17])=[C:4]2[C:8](=[CH:9][CH:10]=1)[C:7]([OH:16])([C:11](=[NH:15])[O:12]CC)[CH2:6][CH2:5]2.C(N(CC)CC)C.Cl[C:26](Cl)([O:28]C(=O)OC(Cl)(Cl)Cl)Cl. Product: [Cl:1][C:2]1[C:3]([I:17])=[C:4]2[C:8](=[CH:9][CH:10]=1)[C:7]1([O:16][C:26](=[O:28])[NH:12][C:11]1=[O:15])[CH2:6][CH2:5]2. The catalyst class is: 632. (2) Reactant: [Si:1]([O:18][CH2:19][C:20]1([CH2:26][OH:27])[CH2:25][CH2:24][CH2:23][CH2:22][CH2:21]1)([C:14]([CH3:17])([CH3:16])[CH3:15])([C:8]1[CH:13]=[CH:12][CH:11]=[CH:10][CH:9]=1)[C:2]1[CH:7]=[CH:6][CH:5]=[CH:4][CH:3]=1.[H-].[Na+].I[CH3:31].[Cl-].[NH4+].Cl. Product: [C:14]([Si:1]([O:18][CH2:19][C:20]1([CH2:26][O:27][CH3:31])[CH2:25][CH2:24][CH2:23][CH2:22][CH2:21]1)([C:8]1[CH:9]=[CH:10][CH:11]=[CH:12][CH:13]=1)[C:2]1[CH:3]=[CH:4][CH:5]=[CH:6][CH:7]=1)([CH3:17])([CH3:16])[CH3:15]. The catalyst class is: 7. (3) Reactant: [NH2:1][C:2]1[C:3]([C:11]#[N:12])=[N:4][C:5]([CH2:9][Cl:10])=[CH:6][N+:7]=1[O-].P(Cl)(Cl)Cl. Product: [NH2:1][C:2]1[C:3]([C:11]#[N:12])=[N:4][C:5]([CH2:9][Cl:10])=[CH:6][N:7]=1. The catalyst class is: 7. (4) Reactant: [CH3:1][C:2]1[CH:7]=[C:6]([CH3:8])[C:5]([N+:9]([O-:11])=[O:10])=[CH:4][N:3]=1.CC1C([N+]([O-])=[O:20])=C(C)C=CN=1.C1(C(OC(C2C=CC=CC=2)=[Se])=[Se])C=CC=CC=1. Product: [CH:1]([C:2]1[CH:7]=[C:6]([CH3:8])[C:5]([N+:9]([O-:11])=[O:10])=[CH:4][N:3]=1)=[O:20]. The catalyst class is: 12. (5) Reactant: [C:1](=[O:4])([O-:3])[O-].[K+].[K+].[OH-:7].[K+].Cl[O-].[Ca+2].Cl[O-].C([C:17]1[C:18]2[C:32]3[C:22](=[CH:23][C:24]([C:37](=[O:39])C)=[C:25]4[C:31]=3[C:29]([CH:30]=1)=[CH:28][C:27]([C:33]([CH3:36])([CH3:35])[CH3:34])=[CH:26]4)[CH:21]=[C:20]([C:40]([CH3:43])([CH3:42])[CH3:41])[CH:19]=2)(=O)C. Product: [C:40]([C:20]1[CH:19]=[C:18]2[C:32]3[C:31]4[C:29]([CH:30]=[C:17]2[C:1]([OH:3])=[O:4])=[CH:28][C:27]([C:33]([CH3:34])([CH3:36])[CH3:35])=[CH:26][C:25]=4[C:24]([C:37]([OH:39])=[O:7])=[CH:23][C:22]=3[CH:21]=1)([CH3:42])([CH3:41])[CH3:43]. The catalyst class is: 127. (6) Reactant: O=[C:2]1[CH2:6][CH2:5][C@@H:4]([C:7]([O:9][CH2:10][C:11]2[CH:16]=[CH:15][CH:14]=[CH:13][CH:12]=2)=[O:8])[CH2:3]1.C[C:18]1([CH3:26])[O:23]C(=O)CC(=O)O1.[CH3:27][C:28]1[CH:32]=[C:31]([NH2:33])[NH:30][N:29]=1. Product: [CH3:27][C:28]1[NH:29][N:30]=[C:31]2[C:32]=1[C:2]1([CH2:6][CH2:5][C@@H:4]([C:7]([O:9][CH2:10][C:11]3[CH:16]=[CH:15][CH:14]=[CH:13][CH:12]=3)=[O:8])[CH2:3]1)[CH2:26][C:18](=[O:23])[NH:33]2. The catalyst class is: 60. (7) Reactant: [CH3:1][NH:2][CH3:3].CCN(CC)CC.[Cl:11][CH2:12][C:13]1[CH:14]=[C:15]([CH:19]=[CH:20][CH:21]=1)[C:16](Cl)=[O:17]. Product: [Cl:11][CH2:12][C:13]1[CH:14]=[C:15]([CH:19]=[CH:20][CH:21]=1)[C:16]([N:2]([CH3:3])[CH3:1])=[O:17]. The catalyst class is: 2.